From a dataset of Reaction yield outcomes from USPTO patents with 853,638 reactions. Predict the reaction yield, written as a fraction of the theoretical maximum amount of product (1.0 means a 100% yield; for example, 0.34 means a 34% yield). (1) The reactants are Br[C:2]1[CH:3]=[C:4]2[C:8](=[CH:9][C:10]=1[F:11])[NH:7][CH:6]=[CH:5]2.[CH3:12][O:13][C:14]1[CH:19]=[CH:18][C:17](B(O)O)=[CH:16][CH:15]=1.C(=O)([O-])[O-].[K+].[K+]. The catalyst is CCO.C1(C)C=CC=CC=1.C1C=CC(P(C2C=CC=CC=2)[C-]2C=CC=C2)=CC=1.C1C=CC(P(C2C=CC=CC=2)[C-]2C=CC=C2)=CC=1.Cl[Pd]Cl.[Fe+2]. The product is [F:11][C:10]1[CH:9]=[C:8]2[C:4]([CH:5]=[CH:6][NH:7]2)=[CH:3][C:2]=1[C:17]1[CH:18]=[CH:19][C:14]([O:13][CH3:12])=[CH:15][CH:16]=1. The yield is 0.220. (2) The reactants are [Cl:1][C:2]1[C:7]([C:8]([NH:10][CH2:11][CH2:12][CH2:13][N:14]2[CH2:19][CH2:18][O:17][CH2:16][CH2:15]2)=[O:9])=[C:6](Cl)[N:5]=[CH:4][N:3]=1.[NH3:21].Cl. The catalyst is O1CCOCC1. The product is [NH2:21][C:6]1[C:7]([C:8]([NH:10][CH2:11][CH2:12][CH2:13][N:14]2[CH2:19][CH2:18][O:17][CH2:16][CH2:15]2)=[O:9])=[C:2]([Cl:1])[N:3]=[CH:4][N:5]=1. The yield is 0.340. (3) The reactants are [CH:1]1[C:13]2[NH:12][C:11]3[C:6](=[CH:7][CH:8]=[CH:9][CH:10]=3)[C:5]=2[CH:4]=[CH:3][CH:2]=1.[H-].[Na+].Cl[CH2:17][CH2:18][O:19][CH2:20][CH2:21][O:22][CH3:23]. The catalyst is CN(C=O)C. The product is [CH3:23][O:22][CH2:21][CH2:20][O:19][CH2:18][CH2:17][N:12]1[C:11]2[CH:10]=[CH:9][CH:8]=[CH:7][C:6]=2[C:5]2[C:13]1=[CH:1][CH:2]=[CH:3][CH:4]=2. The yield is 0.830.